Task: Predict the reaction yield, written as a fraction of the theoretical maximum amount of product (1.0 means a 100% yield; for example, 0.34 means a 34% yield).. Dataset: Reaction yield outcomes from USPTO patents with 853,638 reactions The reactants are C([Si]([O:8]/[C:9](/[C:12]1[C:21]2[C:16](=[CH:17][CH:18]=[CH:19][CH:20]=2)[CH:15]=[CH:14][CH:13]=1)=[CH:10]\[CH3:11])(C)C)(C)(C)C.CC[C@@H]1[C@@H]2C[C@H]([C@@H](OC3C4C(=CC=CC=4)C(O[C@@H](C4C=CN=C5C=4C=C(OC)C=C5)[C@@H]4N5C[C@H](CC)[C@@H](CC5)C4)=NN=3)C3C=CN=C4C=3C=C([O:43]C)C=C4)N(CC2)C1.CS(N)(=O)=O. The yield is 0.380. The catalyst is C(O)(C)(C)C.O. The product is [OH:43][C@H:10]([CH3:11])[C:9]([C:12]1[C:21]2[C:16](=[CH:17][CH:18]=[CH:19][CH:20]=2)[CH:15]=[CH:14][CH:13]=1)=[O:8].